This data is from Peptide-MHC class II binding affinity with 134,281 pairs from IEDB. The task is: Regression. Given a peptide amino acid sequence and an MHC pseudo amino acid sequence, predict their binding affinity value. This is MHC class II binding data. The peptide sequence is VSSKRNLADAVSKAP. The MHC is HLA-DPA10201-DPB11401 with pseudo-sequence HLA-DPA10201-DPB11401. The binding affinity (normalized) is 0.317.